From a dataset of Full USPTO retrosynthesis dataset with 1.9M reactions from patents (1976-2016). Predict the reactants needed to synthesize the given product. (1) The reactants are: [F:1][C:2]1[CH:3]=[C:4]([CH:6]=[C:7]([F:19])[C:8]=1[O:9][C:10]1[CH:15]=[CH:14][N:13]=[C:12]2[NH:16][CH:17]=[CH:18][C:11]=12)[NH2:5].C(N(CC)CC)C.[C:27](Cl)(=[O:29])[CH3:28].C(=O)(O)[O-].[Na+].C[O-].[Na+]. Given the product [F:19][C:7]1[CH:6]=[C:4]([NH:5][C:27](=[O:29])[CH3:28])[CH:3]=[C:2]([F:1])[C:8]=1[O:9][C:10]1[CH:15]=[CH:14][N:13]=[C:12]2[NH:16][CH:17]=[CH:18][C:11]=12, predict the reactants needed to synthesize it. (2) Given the product [CH2:29]([Sn:20]([CH2:21][CH2:22][CH2:23][CH3:24])([CH2:25][CH2:26][CH2:27][CH3:28])[C:4]1[CH:5]=[CH:6][N:1]=[CH:2][C:3]=1[NH:7][C:8](=[O:14])[O:9][C:10]([CH3:11])([CH3:13])[CH3:12])[CH2:30][CH2:31][CH3:32], predict the reactants needed to synthesize it. The reactants are: [N:1]1[CH:6]=[CH:5][CH:4]=[C:3]([NH:7][C:8](=[O:14])[O:9][C:10]([CH3:13])([CH3:12])[CH3:11])[CH:2]=1.C([Li])(C)(C)C.[Sn:20](Cl)([CH2:29][CH2:30][CH2:31][CH3:32])([CH2:25][CH2:26][CH2:27][CH3:28])[CH2:21][CH2:22][CH2:23][CH3:24].O. (3) Given the product [ClH:39].[NH2:26][C@@H:23]([C:20]1[CH:19]=[CH:18][C:17]([C:4]2[C:5]3[C:6]4[CH:16]=[CH:15][S:14][C:7]=4[C:8](=[O:13])[NH:9][C:10]=3[CH:11]=[CH:12][C:3]=2[OH:2])=[CH:22][CH:21]=1)[CH2:24][CH3:25], predict the reactants needed to synthesize it. The reactants are: C[O:2][C:3]1[CH:12]=[CH:11][C:10]2[NH:9][C:8](=[O:13])[C:7]3[S:14][CH:15]=[CH:16][C:6]=3[C:5]=2[C:4]=1[C:17]1[CH:22]=[CH:21][C:20]([C@H:23]([NH:26]C(=O)OC(C)(C)C)[CH2:24][CH3:25])=[CH:19][CH:18]=1.B(Br)(Br)Br.C(Cl)[Cl:39].